From a dataset of NCI-60 drug combinations with 297,098 pairs across 59 cell lines. Regression. Given two drug SMILES strings and cell line genomic features, predict the synergy score measuring deviation from expected non-interaction effect. (1) Drug 1: C1CNP(=O)(OC1)N(CCCl)CCCl. Drug 2: B(C(CC(C)C)NC(=O)C(CC1=CC=CC=C1)NC(=O)C2=NC=CN=C2)(O)O. Cell line: MALME-3M. Synergy scores: CSS=50.2, Synergy_ZIP=-4.79, Synergy_Bliss=-6.24, Synergy_Loewe=-39.3, Synergy_HSA=-2.77. (2) Drug 1: CC1=C2C(C(=O)C3(C(CC4C(C3C(C(C2(C)C)(CC1OC(=O)C(C(C5=CC=CC=C5)NC(=O)OC(C)(C)C)O)O)OC(=O)C6=CC=CC=C6)(CO4)OC(=O)C)OC)C)OC. Drug 2: CC1=C2C(C(=O)C3(C(CC4C(C3C(C(C2(C)C)(CC1OC(=O)C(C(C5=CC=CC=C5)NC(=O)C6=CC=CC=C6)O)O)OC(=O)C7=CC=CC=C7)(CO4)OC(=O)C)O)C)OC(=O)C. Cell line: MOLT-4. Synergy scores: CSS=94.1, Synergy_ZIP=9.33, Synergy_Bliss=8.86, Synergy_Loewe=7.60, Synergy_HSA=10.4. (3) Drug 1: CC(CN1CC(=O)NC(=O)C1)N2CC(=O)NC(=O)C2. Drug 2: CC12CCC3C(C1CCC2O)C(CC4=C3C=CC(=C4)O)CCCCCCCCCS(=O)CCCC(C(F)(F)F)(F)F. Cell line: OVCAR-8. Synergy scores: CSS=18.0, Synergy_ZIP=-4.58, Synergy_Bliss=-0.162, Synergy_Loewe=0.0157, Synergy_HSA=0.0822. (4) Drug 1: C1=NC2=C(N=C(N=C2N1C3C(C(C(O3)CO)O)F)Cl)N. Drug 2: CCC1(CC2CC(C3=C(CCN(C2)C1)C4=CC=CC=C4N3)(C5=C(C=C6C(=C5)C78CCN9C7C(C=CC9)(C(C(C8N6C)(C(=O)OC)O)OC(=O)C)CC)OC)C(=O)OC)O.OS(=O)(=O)O. Cell line: SK-MEL-5. Synergy scores: CSS=4.50, Synergy_ZIP=-1.10, Synergy_Bliss=0.464, Synergy_Loewe=-0.781, Synergy_HSA=-0.153. (5) Drug 1: C1=CC(=CC=C1C#N)C(C2=CC=C(C=C2)C#N)N3C=NC=N3. Synergy scores: CSS=18.9, Synergy_ZIP=-8.18, Synergy_Bliss=-6.89, Synergy_Loewe=-11.6, Synergy_HSA=-5.37. Cell line: HCT-15. Drug 2: CC1=C(N=C(N=C1N)C(CC(=O)N)NCC(C(=O)N)N)C(=O)NC(C(C2=CN=CN2)OC3C(C(C(C(O3)CO)O)O)OC4C(C(C(C(O4)CO)O)OC(=O)N)O)C(=O)NC(C)C(C(C)C(=O)NC(C(C)O)C(=O)NCCC5=NC(=CS5)C6=NC(=CS6)C(=O)NCCC[S+](C)C)O. (6) Drug 1: COC1=CC(=CC(=C1O)OC)C2C3C(COC3=O)C(C4=CC5=C(C=C24)OCO5)OC6C(C(C7C(O6)COC(O7)C8=CC=CS8)O)O. Drug 2: CN1C(=O)N2C=NC(=C2N=N1)C(=O)N. Cell line: LOX IMVI. Synergy scores: CSS=39.5, Synergy_ZIP=0.553, Synergy_Bliss=-0.0252, Synergy_Loewe=-16.3, Synergy_HSA=2.17.